Dataset: Full USPTO retrosynthesis dataset with 1.9M reactions from patents (1976-2016). Task: Predict the reactants needed to synthesize the given product. (1) The reactants are: [CH3:1][C:2]1[CH:11]=[C:10]2[C:5]([CH:6]=[CH:7][CH:8]=[N:9]2)=[CH:4][CH:3]=1.ClC1C=CC=C(C(OO)=[O:20])C=1.S([O-])([O-])=O.[Na+].[Na+]. Given the product [CH3:1][C:2]1[CH:11]=[C:10]2[C:5]([CH:6]=[CH:7][CH:8]=[N+:9]2[O-:20])=[CH:4][CH:3]=1, predict the reactants needed to synthesize it. (2) Given the product [CH2:17]([CH:23]1[CH:27]([CH2:28][CH2:29][CH2:30][CH2:31][CH2:32][O:33][CH:34]2[CH2:39][CH2:38][CH2:37][CH2:36][O:35]2)[O:40][C:24]1=[O:26])[CH2:18][CH2:19][CH2:20][CH2:21][CH3:22], predict the reactants needed to synthesize it. The reactants are: N1C=CC=CC=1.C1(S(Cl)(=O)=O)C=CC=CC=1.[CH2:17]([CH:23]([CH:27]([OH:40])[CH2:28][CH2:29][CH2:30][CH2:31][CH2:32][O:33][CH:34]1[CH2:39][CH2:38][CH2:37][CH2:36][O:35]1)[C:24]([OH:26])=O)[CH2:18][CH2:19][CH2:20][CH2:21][CH3:22]. (3) Given the product [BrH:1].[Br:1][CH2:4][C:3]([C:6]1[CH:7]=[N:8][CH:9]=[CH:10][CH:11]=1)=[O:5], predict the reactants needed to synthesize it. The reactants are: [Br:1]Br.[C:3]([C:6]1[CH:7]=[N:8][CH:9]=[CH:10][CH:11]=1)(=[O:5])[CH3:4]. (4) Given the product [C:24](=[O:25])([O:26][C:27]1[CH:28]=[CH:29][C:30]([N+:33]([O-:35])=[O:34])=[CH:31][CH:32]=1)[O:9][C@@H:3]1[C@H:4]2[C@H:5]([O:6][CH2:7][CH2:8]2)[O:1][CH2:2]1, predict the reactants needed to synthesize it. The reactants are: [O:1]1[C@H:5]2[O:6][CH2:7][CH2:8][C@H:4]2[C@@H:3]([OH:9])[CH2:2]1.C(OC(C)C)(=O)C.N1C=CC=CC=1.Cl[C:24]([O:26][C:27]1[CH:32]=[CH:31][C:30]([N+:33]([O-:35])=[O:34])=[CH:29][CH:28]=1)=[O:25].O1[C@@H]2OCC[C@@H]2[C@H](O)C1.[N+](C1C=CC(OC(=O)OC2C=CC([N+]([O-])=O)=CC=2)=CC=1)([O-])=O.